This data is from NCI-60 drug combinations with 297,098 pairs across 59 cell lines. The task is: Regression. Given two drug SMILES strings and cell line genomic features, predict the synergy score measuring deviation from expected non-interaction effect. Drug 1: CC1=C(C(=CC=C1)Cl)NC(=O)C2=CN=C(S2)NC3=CC(=NC(=N3)C)N4CCN(CC4)CCO. Drug 2: C1C(C(OC1N2C=NC(=NC2=O)N)CO)O. Cell line: PC-3. Synergy scores: CSS=21.4, Synergy_ZIP=-7.16, Synergy_Bliss=-1.08, Synergy_Loewe=3.05, Synergy_HSA=3.57.